Dataset: Forward reaction prediction with 1.9M reactions from USPTO patents (1976-2016). Task: Predict the product of the given reaction. (1) The product is: [CH2:6]([N:13]([CH2:14][CH3:15])[C:3](=[O:4])[CH2:2][N:29]([S:26]([C:23]1[CH:24]=[CH:25][C:20]([C:16]([CH3:19])([CH3:18])[CH3:17])=[CH:21][CH:22]=1)(=[O:28])=[O:27])[C:30]1[CH:31]=[N:32][C:33]([O:36][CH3:37])=[CH:34][CH:35]=1)[C:7]1[CH:12]=[CH:11][CH:10]=[CH:9][CH:8]=1. Given the reactants Br[CH2:2][C:3](Br)=[O:4].[CH2:6]([NH:13][CH2:14][CH3:15])[C:7]1[CH:12]=[CH:11][CH:10]=[CH:9][CH:8]=1.[C:16]([C:20]1[CH:25]=[CH:24][C:23]([S:26]([NH:29][C:30]2[CH:31]=[N:32][C:33]([O:36][CH3:37])=[CH:34][CH:35]=2)(=[O:28])=[O:27])=[CH:22][CH:21]=1)([CH3:19])([CH3:18])[CH3:17], predict the reaction product. (2) The product is: [Cl:22][C:6]1[C:7](=[O:21])[N:8]([CH2:9][CH2:10][C:11]2[CH:20]=[CH:19][C:14]([C:15]([O:17][CH3:18])=[O:16])=[CH:13][CH:12]=2)[C:3]([CH2:2][N:39]2[C:40]3[C:36](=[CH:35][CH:34]=[C:33]([CH2:31][CH3:32])[CH:41]=3)[CH2:37][CH2:38]2)=[C:4]([Cl:23])[CH:5]=1. Given the reactants Br[CH2:2][C:3]1[N:8]([CH2:9][CH2:10][C:11]2[CH:20]=[CH:19][C:14]([C:15]([O:17][CH3:18])=[O:16])=[CH:13][CH:12]=2)[C:7](=[O:21])[C:6]([Cl:22])=[CH:5][C:4]=1[Cl:23].C(=O)([O-])[O-].[K+].[K+].Cl.[CH2:31]([C:33]1[CH:41]=[C:40]2[C:36]([CH2:37][CH2:38][NH:39]2)=[CH:35][CH:34]=1)[CH3:32].O, predict the reaction product.